Dataset: Peptide-MHC class II binding affinity with 134,281 pairs from IEDB. Task: Regression. Given a peptide amino acid sequence and an MHC pseudo amino acid sequence, predict their binding affinity value. This is MHC class II binding data. (1) The peptide sequence is AADHAAPEDKYEAFV. The MHC is HLA-DQA10501-DQB10301 with pseudo-sequence HLA-DQA10501-DQB10301. The binding affinity (normalized) is 0.221. (2) The binding affinity (normalized) is 0.170. The MHC is DRB1_0701 with pseudo-sequence DRB1_0701. The peptide sequence is GKREKKLSEFGKAKG. (3) The peptide sequence is AHLAEENEGDNACKR. The MHC is DRB3_0101 with pseudo-sequence DRB3_0101. The binding affinity (normalized) is 0. (4) The peptide sequence is LTWIGLNSKNTSMSF. The MHC is DRB1_1501 with pseudo-sequence DRB1_1501. The binding affinity (normalized) is 0.299. (5) The peptide sequence is YDKFLANVSTCLTGK. The MHC is DRB1_1101 with pseudo-sequence DRB1_1101. The binding affinity (normalized) is 0.605. (6) The peptide sequence is ASEGAVDIINRWQVV. The MHC is DRB3_0202 with pseudo-sequence DRB3_0202. The binding affinity (normalized) is 0.126. (7) The peptide sequence is SISITTEVMPVSMAK. The MHC is DRB1_0101 with pseudo-sequence DRB1_0101. The binding affinity (normalized) is 0.545.